Regression/Classification. Given a drug SMILES string, predict its absorption, distribution, metabolism, or excretion properties. Task type varies by dataset: regression for continuous measurements (e.g., permeability, clearance, half-life) or binary classification for categorical outcomes (e.g., BBB penetration, CYP inhibition). Dataset: cyp3a4_veith. From a dataset of CYP3A4 inhibition data for predicting drug metabolism from PubChem BioAssay. (1) The drug is Br.N=C(N)SCc1nc2ccccc2c(=O)n1-c1ccccc1Cl. The result is 0 (non-inhibitor). (2) The compound is CS(=O)(=O)Nc1cccc(-c2nc(N3CCOCC3)c3ccccc3n2)c1. The result is 1 (inhibitor). (3) The drug is Cc1nc2ccccc2n1CC(=O)N/N=C\c1ccccn1. The result is 0 (non-inhibitor). (4) The drug is COC(=O)C1=C(NC(=O)c2ccc(C)cc2)CCS1. The result is 0 (non-inhibitor). (5) The drug is CN1CCN(c2ncc3nc(-c4cccs4)c(=O)n(Cc4cccs4)c3n2)CC1. The result is 1 (inhibitor). (6) The compound is Cc1cc2cc(C(c3nnnn3C(C)(C)C)N(Cc3ccco3)CC3CCCO3)c(=O)[nH]c2cc1C. The result is 1 (inhibitor). (7) The compound is Cn1cc(C(=O)c2cccc(Cl)c2Cl)cc1C(=O)O. The result is 0 (non-inhibitor). (8) The compound is CC1CCCC(C)N1CC(O)COCC1COc2ccccc2O1.Cl. The result is 0 (non-inhibitor). (9) The compound is Cc1cc(=O)oc(C)c1C(=O)Nc1ccc(Cl)cn1. The result is 0 (non-inhibitor). (10) The molecule is CC1(C)CN(c2ccccc2)N(C(=O)c2ccc(F)cc2)C1=O. The result is 1 (inhibitor).